Task: Regression. Given two drug SMILES strings and cell line genomic features, predict the synergy score measuring deviation from expected non-interaction effect.. Dataset: NCI-60 drug combinations with 297,098 pairs across 59 cell lines (1) Drug 1: C1CCC(CC1)NC(=O)N(CCCl)N=O. Drug 2: C1=C(C(=O)NC(=O)N1)N(CCCl)CCCl. Cell line: SR. Synergy scores: CSS=90.7, Synergy_ZIP=5.91, Synergy_Bliss=5.77, Synergy_Loewe=6.67, Synergy_HSA=10.2. (2) Drug 1: C1=C(C(=O)NC(=O)N1)N(CCCl)CCCl. Drug 2: CN(CC1=CN=C2C(=N1)C(=NC(=N2)N)N)C3=CC=C(C=C3)C(=O)NC(CCC(=O)O)C(=O)O. Cell line: HL-60(TB). Synergy scores: CSS=86.1, Synergy_ZIP=4.79, Synergy_Bliss=5.31, Synergy_Loewe=-9.03, Synergy_HSA=4.94. (3) Drug 1: CN(C(=O)NC(C=O)C(C(C(CO)O)O)O)N=O. Drug 2: C(CCl)NC(=O)N(CCCl)N=O. Cell line: HOP-62. Synergy scores: CSS=59.0, Synergy_ZIP=2.63, Synergy_Bliss=3.02, Synergy_Loewe=-10.7, Synergy_HSA=1.49. (4) Drug 1: CC(C1=C(C=CC(=C1Cl)F)Cl)OC2=C(N=CC(=C2)C3=CN(N=C3)C4CCNCC4)N. Drug 2: CCC1=C2CN3C(=CC4=C(C3=O)COC(=O)C4(CC)O)C2=NC5=C1C=C(C=C5)O. Cell line: PC-3. Synergy scores: CSS=23.4, Synergy_ZIP=3.51, Synergy_Bliss=5.12, Synergy_Loewe=1.04, Synergy_HSA=6.66. (5) Drug 1: CN1C(=O)N2C=NC(=C2N=N1)C(=O)N. Drug 2: COCCOC1=C(C=C2C(=C1)C(=NC=N2)NC3=CC=CC(=C3)C#C)OCCOC.Cl. Cell line: NCIH23. Synergy scores: CSS=4.28, Synergy_ZIP=1.75, Synergy_Bliss=7.06, Synergy_Loewe=-0.385, Synergy_HSA=1.52.